From a dataset of Experimentally validated miRNA-target interactions with 360,000+ pairs, plus equal number of negative samples. Binary Classification. Given a miRNA mature sequence and a target amino acid sequence, predict their likelihood of interaction. (1) The miRNA is mmu-miR-770-5p with sequence AGCACCACGUGUCUGGGCCACG. The protein sequence of the target gene is MAAKLWTFLLGFGLSWVWPASAHRKLLVLLLDGFRSDYISEDALASLPGFREIVNRGVKVDYLTPDFPSLSYPNYYTLMTGRHCEVHQMIGNYMWDPRTNKSFDIGVNRDSLMPLWWNGSEPLWITLMKARRKVYMYYWPGCEVEILGVRPTYCLEYKTVPTDINFANAVSDALDSLKSGRADLAAIYHERIDVEGHHYGPSSPQRKDALRAVDTVLKYMIQWIQDRGLQQDLNVILFSDHGMTDIFWMDKVIELSNYISLDDLQQVKDRGPVVSLWPVPGKHSEIYHKLRTVEHMTVYE.... Result: 0 (no interaction). (2) The miRNA is hsa-miR-204-5p with sequence UUCCCUUUGUCAUCCUAUGCCU. The protein sequence of the target gene is MHAMESRVLLRTFCVILGLGAVWGLGVDPSLQIDVLTELELGESTDGVRQVPGLHNGTKAFLFQESPRSIKASTATAERFFQKLRNKHEFTILVTLKQIHLNSGVILSIHHLDHRYLELESSGHRNEIRLHYRSGTHRPHTEVFPYILADAKWHKLSLAFSASHLILHIDCNKIYERVVEMPSTDLPLGTTFWLGQRNNAHGYFKGIMQDVHVLVMPQGFIAQCPDLNRTCPTCNDFHGLVQKIMELQDILSKTSAKLSRAEQRMNRLDQCYCERTCTVKGTTYRESESWTDGCKNCTCL.... Result: 0 (no interaction). (3) The miRNA is hsa-miR-2278 with sequence GAGAGCAGUGUGUGUUGCCUGG. The protein sequence of the target gene is MGLLLPLALCILVLCCGAMSPPQLALNPSALLSRGCNDSDVLAVAGFALRDINKDRKDGYVLRLNRVNDAQEYRRGGLGSLFYLTLDVLETDCHVLRKKAWQDCGMRIFFESVYGQCKAIFYMNNPSRVLYLAAYNCTLRPVSKKKIYMTCPDCPSSIPTDSSNHQVLEAATESLAKYNNENTSKQYSLFKVTRASSQWVVGPSYFVEYLIKESPCTKSQASSCSLQSSDSVPVGLCKGSLTRTHWEKFVSVTCDFFESQAPATGSENSAVNQKPTNLPKVEESQQKNTPPTDSPSKAGP.... Result: 0 (no interaction). (4) The miRNA is hsa-miR-4760-3p with sequence AAAUUCAUGUUCAAUCUAAACC. The protein sequence of the target gene is MAPKVSDSVEQLRAAGNQNFRNGQYGEASALYERALRLLQARGSADPEEESVLYSNRAACYLKDGNCTDCIKDCTSALALVPFSIKPLLRRASAYEALEKYALAYVDYKTVLQIDNSVASALEGINRITRALMDSLGPEWRLKLPPIPVVPVSAQKRWNSLPSDNHKETAKTKSKEATATKSRVPSAGDVERAKALKEEGNDLVKKGNHKKAIEKYSESLLCSSLESATYSNRALCHLVLKQYKEAVKDCTEALKLDGKNVKAFYRRAQAYKALKDYKSSLSDISSLLQIEPRNGPAQKL.... Result: 0 (no interaction). (5) The miRNA is hsa-miR-5191 with sequence AGGAUAGGAAGAAUGAAGUGCU. The protein sequence of the target gene is MEDVKLEFPSLPQCKEDAEEWTYPMRREMQEILPGLFLGPYSSAMKSKLPVLQKHGITHIICIRQNIEANFIKPNFQQLFRYLVLDIADNPVENIIRFFPMTKEFIDGSLQMGGKVLVHGNAGISRSAAFVIAYIMETFGMKYRDAFAYVQERRFCINPNAGFVHQLQEYEAIYLAKLTIQMMSPLQIERSLSVHSGTTGSLKRTHEEEDDFGTMQVATAQNG. Result: 1 (interaction). (6) The protein sequence of the target gene is MAQPGPAPQPDVSLQQRVAELEKINAEFLRAQQQLEQEFNQKRAKFKELYLAKEEDLKRQNAVLQAAQDDLGHLRTQLWEAQAEMENIKAIATVSENTKQEAIDEVKRQWREEVASLQAIMKETVRDYEHQFHLRLEQERAQWAQYRESAEREIADLRRRLSEGQEEENLENEMKKAQEDAEKLRSVVMPMEKEIAALKDKLTEAEDKIKELEASKVKELNHYLEAEKSCRTDLEMYVAVLNTQKSVLQEDAEKLRKELHEVCHLLEQERQQHNQLKHTWQKANDQFLESQRLLMRDMQR.... The miRNA is hsa-miR-1269b with sequence CUGGACUGAGCCAUGCUACUGG. Result: 0 (no interaction). (7) The miRNA is mmu-miR-1198-5p with sequence UAUGUGUUCCUGGCUGGCUUGG. The protein sequence of the target gene is MTLRCLEPSGNGADRTRSQWGTAGLPEEQSPEAARLAKALRELSQTGWYWGSMTVNEAKEKLKEAPEGTFLIRDSSHSDYLLTISVKTSAGPTNLRIEYQDGKFRLDSIICVKSKLKQFDSVVHLIDYYVQMCKDKRTGPEAPRNGTVHLYLTKPLYTSAPTLQHFCRLAINKCTGTIWGLPLPTRLKDYLEEYKFQV. Result: 1 (interaction). (8) The miRNA is mmu-miR-5135 with sequence AGGUCUAGGUGGCAAGGGCGUCCU. The protein sequence of the target gene is MSRSKGPLSFKDVAVAFSQEEWQQLDPEERTTYRDVMLETYSNLVSVGYDVTKPNMIIKLEQGEEPWTVEGDRHAQRHLEISKVYDPREGIEEIGEKHLQCDDDPYCWRAEKGAAFDEAYTLETALISPSSGAHSCVSCGETLESVSELISSDGSYALEKPSMCFECGKAYGESLEDFNQDEGNSSQHDENILQKVTILEKPFAYECMEALDSESVFMARERAYMGEKPYDWGDSGPDFIQMSDFSTYPRSQMELKPFECTQCGKSFCKKSKFIIHQRAHTGEKPYACSVCGKSFSQKGT.... Result: 1 (interaction). (9) The miRNA is hsa-miR-526b-5p with sequence CUCUUGAGGGAAGCACUUUCUGU. The protein sequence of the target gene is MGDPGSEIIESVPPAGPEASESTTDENEDDIQFVSEGPLRPVLEYIDLVSSDDEEPSTSYTDENIKRKDHIDYQKDKVALTLARLARHVEVEKQQKEEKNRAFREKIDFQHAHGLQELEFIRGHSDTEAARLCVDQWLKMPGLKTGTINCGTKSSFRRGGHTWVSGKPILCPIMHCNKEFDNGHLLLGHLKRFDHSPCDPTITLHGPFFSSFACVVCYKKFVTQQQYRDHLFDKEATDDGHNNNLLPQIIQCFACPNCFLLFSRKEECSKHMSGKNHFHQSFKLGDNKGIAHPISFPSFA.... Result: 1 (interaction). (10) Result: 1 (interaction). The miRNA is hsa-miR-93-5p with sequence CAAAGUGCUGUUCGUGCAGGUAG. The protein sequence of the target gene is MADTATTASAAAASAASASSDAPPFQLGKPRFQQTSFYGRFRHFLDIIDPRTLFVTERRLREAVQLLEDYKHGTLRPGVTNEQLWSAQKIKQAILHPDTNEKIFMPFRMSGYIPFGTPIVVGLLLPNQTLASTVFWQWLNQSHNACVNYANRNATKPSPASKFIQGYLGAVISAVSIAVGLNVLVQKANKFTPATRLLIQRFVPFPAVASANICNVVLMRYGELEEGIDVLDSDGNLVGSSKIAARHALLETALTRVVLPMPILVLPPIVMSMLEKTALLQARPRLLLPVQSLVCLAAFG....